From a dataset of Forward reaction prediction with 1.9M reactions from USPTO patents (1976-2016). Predict the product of the given reaction. Given the reactants C[O:2][C:3](=[O:42])[CH2:4][CH2:5][NH:6][C:7](=[O:41])[C:8]1[CH:13]=[CH:12][C:11]([C:14](=[O:40])[CH:15]([C:29]2[CH:34]=[CH:33][C:32]([O:35][C:36]([F:39])([F:38])[F:37])=[CH:31][CH:30]=2)[CH2:16][C:17]([C:19]2[CH:24]=[CH:23][C:22]([C:25]([CH3:28])([CH3:27])[CH3:26])=[CH:21][CH:20]=2)=[O:18])=[CH:10][CH:9]=1.[OH-].[Na+], predict the reaction product. The product is: [C:25]([C:22]1[CH:23]=[CH:24][C:19]([C:17](=[O:18])[CH2:16][CH:15]([C:29]2[CH:30]=[CH:31][C:32]([O:35][C:36]([F:38])([F:39])[F:37])=[CH:33][CH:34]=2)[C:14]([C:11]2[CH:12]=[CH:13][C:8]([C:7]([NH:6][CH2:5][CH2:4][C:3]([OH:42])=[O:2])=[O:41])=[CH:9][CH:10]=2)=[O:40])=[CH:20][CH:21]=1)([CH3:28])([CH3:26])[CH3:27].